Dataset: Catalyst prediction with 721,799 reactions and 888 catalyst types from USPTO. Task: Predict which catalyst facilitates the given reaction. (1) Reactant: [NH2:1][C@H:2]1[CH2:6][N:5]([C:7]([O:9][C:10]([CH3:13])([CH3:12])[CH3:11])=[O:8])[C@@H:4]([CH2:14][N:15]2[C:23](=[O:24])[C:22]3[C:17](=[CH:18][CH:19]=[CH:20][CH:21]=3)[C:16]2=[O:25])[CH2:3]1.[Br:26][C:27]1[C:32](F)=[CH:31][C:30]([Br:34])=[C:29](F)[C:28]=1[S:36](Cl)(=[O:38])=[O:37].CCN(C(C)C)C(C)C. Product: [Br:26][C:27]1[CH:32]=[CH:31][C:30]([Br:34])=[CH:29][C:28]=1[S:36]([NH:1][C@H:2]1[CH2:6][N:5]([C:7]([O:9][C:10]([CH3:12])([CH3:13])[CH3:11])=[O:8])[C@@H:4]([CH2:14][N:15]2[C:23](=[O:24])[C:22]3[C:17](=[CH:18][CH:19]=[CH:20][CH:21]=3)[C:16]2=[O:25])[CH2:3]1)(=[O:38])=[O:37]. The catalyst class is: 2. (2) Reactant: [CH2:1]([O:3][C:4]([C:6]1([C:9]2[CH:14]=[CH:13][C:12]([C:15]3[CH:20]=[CH:19][C:18]([C:21]4[O:25][N:24]=[C:23]([CH3:26])[C:22]=4Br)=[CH:17][CH:16]=3)=[CH:11][CH:10]=2)[CH2:8][CH2:7]1)=[O:5])[CH3:2].C([Li])CCC.[CH3:33][C:34]([CH3:45])([CH2:38][C:39]1[CH:44]=[CH:43][CH:42]=[CH:41][CH:40]=1)[CH2:35][CH:36]=[O:37]. Product: [CH2:1]([O:3][C:4]([C:6]1([C:9]2[CH:14]=[CH:13][C:12]([C:15]3[CH:20]=[CH:19][C:18]([C:21]4[O:25][N:24]=[C:23]([CH3:26])[C:22]=4[CH:36]([OH:37])[CH2:35][C:34]([CH3:33])([CH3:45])[CH2:38][C:39]4[CH:44]=[CH:43][CH:42]=[CH:41][CH:40]=4)=[CH:17][CH:16]=3)=[CH:11][CH:10]=2)[CH2:8][CH2:7]1)=[O:5])[CH3:2]. The catalyst class is: 1. (3) Reactant: C([O:4][C@H:5]1[CH2:10][C@H:9]([CH3:11])[CH2:8][CH2:7][C@H:6]1[C:12]([N:14]([CH:30]([CH3:32])[CH3:31])[C:15]1[S:16][C:17]([C:24]2[CH:29]=[CH:28][CH:27]=[CH:26][CH:25]=2)=[CH:18][C:19]=1[C:20]([O:22]C)=[O:21])=[O:13])(=O)C.[OH-].[Li+].C(OCC)(=O)C. Product: [OH:4][C@H:5]1[CH2:10][C@H:9]([CH3:11])[CH2:8][CH2:7][C@H:6]1[C:12]([N:14]([CH:30]([CH3:32])[CH3:31])[C:15]1[S:16][C:17]([C:24]2[CH:25]=[CH:26][CH:27]=[CH:28][CH:29]=2)=[CH:18][C:19]=1[C:20]([OH:22])=[O:21])=[O:13]. The catalyst class is: 38.